This data is from Full USPTO retrosynthesis dataset with 1.9M reactions from patents (1976-2016). The task is: Predict the reactants needed to synthesize the given product. (1) The reactants are: [CH2:1]([O:3][C:4]([C:6]1[CH:7]=[C:8]([C:12]2[C:13]([C:18]3[CH:23]=[C:22]([Cl:24])[CH:21]=[CH:20][C:19]=3[OH:25])=[CH:14][CH:15]=[CH:16][CH:17]=2)[CH:9]=[CH:10][CH:11]=1)=[O:5])[CH3:2].C(=O)([O-])[O-].[K+].[K+].Br[CH2:33][CH2:34][CH:35]([CH3:37])[CH3:36].O. Given the product [CH2:1]([O:3][C:4]([C:6]1[CH:7]=[C:8]([C:12]2[C:13]([C:18]3[CH:23]=[C:22]([Cl:24])[CH:21]=[CH:20][C:19]=3[O:25][CH2:33][CH2:34][CH:35]([CH3:37])[CH3:36])=[CH:14][CH:15]=[CH:16][CH:17]=2)[CH:9]=[CH:10][CH:11]=1)=[O:5])[CH3:2], predict the reactants needed to synthesize it. (2) Given the product [CH:8]([N:13]([CH:17]([CH3:16])[CH3:18])[CH2:24][CH3:25])([CH3:9])[CH3:7], predict the reactants needed to synthesize it. The reactants are: Cl.C(N=C=N[CH2:7][CH2:8][CH2:9]N(C)C)C.[N:13]1(O)[C:17]2[CH:18]=CC=C[C:16]=2N=N1.O1CC[CH2:25][CH2:24]1. (3) Given the product [ClH:1].[Cl:1][C:2]1[CH:3]=[CH:4][C:5]([CH2:8][CH2:9][N:10]2[CH2:15][CH2:14][N:13]([C:16]3[CH:21]=[CH:20][C:19]4[C:22]5[CH2:23][NH:24][CH2:25][CH2:26][CH2:27][C:28]=5[O:29][C:18]=4[CH:17]=3)[C:12](=[O:30])[CH2:11]2)=[N:6][CH:7]=1, predict the reactants needed to synthesize it. The reactants are: [Cl:1][C:2]1[CH:3]=[CH:4][C:5]([CH2:8][CH2:9][N:10]2[CH2:15][CH2:14][N:13]([C:16]3[CH:21]=[CH:20][C:19]4[C:22]5[CH2:23][NH:24][CH2:25][CH2:26][CH2:27][C:28]=5[O:29][C:18]=4[CH:17]=3)[C:12](=[O:30])[CH2:11]2)=[N:6][CH:7]=1.Cl.CCOCC. (4) Given the product [C:1]([O:5][C:6](=[O:23])[N:7]([CH2:8][C:9]1[CH:14]=[CH:13][C:12]([NH:27][CH:24]2[CH2:26][CH2:25]2)=[CH:11][CH:10]=1)[C:16]1[CH:21]=[CH:20][C:19]([F:22])=[CH:18][CH:17]=1)([CH3:4])([CH3:3])[CH3:2], predict the reactants needed to synthesize it. The reactants are: [C:1]([O:5][C:6](=[O:23])[N:7]([C:16]1[CH:21]=[CH:20][C:19]([F:22])=[CH:18][CH:17]=1)[CH2:8][C:9]1[CH:14]=[CH:13][C:12](I)=[CH:11][CH:10]=1)([CH3:4])([CH3:3])[CH3:2].[CH:24]1([NH2:27])[CH2:26][CH2:25]1.C(=O)([O-])[O-].[K+].[K+].N1CCC[C@H]1C(O)=O. (5) Given the product [NH2:6][C:7]1[C:16]2[N:17]=[C:18]([CH2:36][O:37][CH2:38][CH3:39])[N:19]([CH2:20][CH2:21][CH2:22][N:23]([CH2:24][C:25]3[CH:26]=[C:27]([CH2:31][C:32]([O:34][CH3:35])=[O:33])[CH:28]=[CH:29][CH:30]=3)[C:3](=[O:4])[CH2:2][Cl:1])[C:15]=2[C:14]2[CH:13]=[CH:12][CH:11]=[CH:10][C:9]=2[N:8]=1, predict the reactants needed to synthesize it. The reactants are: [Cl:1][CH2:2][C:3](Cl)=[O:4].[NH2:6][C:7]1[C:16]2[N:17]=[C:18]([CH2:36][O:37][CH2:38][CH3:39])[N:19]([CH2:20][CH2:21][CH2:22][NH:23][CH2:24][C:25]3[CH:26]=[C:27]([CH2:31][C:32]([O:34][CH3:35])=[O:33])[CH:28]=[CH:29][CH:30]=3)[C:15]=2[C:14]2[CH:13]=[CH:12][CH:11]=[CH:10][C:9]=2[N:8]=1.